From a dataset of hERG Central: cardiac toxicity at 1µM, 10µM, and general inhibition. Predict hERG channel inhibition at various concentrations. (1) The molecule is CCCCCn1c(=O)c(F)cn(Cc2ccc(OC)c([N+](=O)[O-])c2)c1=O. Results: hERG_inhib (hERG inhibition (general)): blocker. (2) The molecule is CCN(CC(=O)NCCc1ccc(Cl)cc1)Cc1nc2ccccc2c(=O)[nH]1. Results: hERG_inhib (hERG inhibition (general)): blocker. (3) Results: hERG_inhib (hERG inhibition (general)): blocker. The compound is OCCC1CN(C2CCN(c3ccccc3)CC2)CCN1Cc1ccc(F)c(F)c1.